This data is from Forward reaction prediction with 1.9M reactions from USPTO patents (1976-2016). The task is: Predict the product of the given reaction. (1) Given the reactants S([O-])(=O)(=O)C.[C:6]([O:10][C:11]([N:13]1[CH2:17][C@@H:16](OS(C)(=O)=O)[CH2:15][C@H:14]1[C:23](=[O:30])[NH:24][C:25]1([C:28]#[N:29])[CH2:27][CH2:26]1)=[O:12])([CH3:9])([CH3:8])[CH3:7].[F:31][C:32]1[CH:37]=[C:36]([F:38])[CH:35]=[CH:34][C:33]=1[SH:39], predict the reaction product. The product is: [C:6]([O:10][C:11]([N:13]1[CH2:17][C@H:16]([S:39][C:33]2[CH:34]=[CH:35][C:36]([F:38])=[CH:37][C:32]=2[F:31])[CH2:15][C@H:14]1[C:23](=[O:30])[NH:24][C:25]1([C:28]#[N:29])[CH2:27][CH2:26]1)=[O:12])([CH3:8])([CH3:9])[CH3:7]. (2) Given the reactants [CH3:1][CH:2]1[C:7]([C:8]2[CH:18]=[CH:17][C:11]3[N:12]=[C:13](SC)[O:14][C:10]=3[CH:9]=2)=[N:6][NH:5][C:4](=[O:19])[CH2:3]1.[NH:20]1[CH2:25][CH2:24][S:23][CH2:22][CH2:21]1, predict the reaction product. The product is: [CH3:1][CH:2]1[C:7]([C:8]2[CH:18]=[CH:17][C:11]3[N:12]=[C:13]([N:20]4[CH2:25][CH2:24][S:23][CH2:22][CH2:21]4)[O:14][C:10]=3[CH:9]=2)=[N:6][NH:5][C:4](=[O:19])[CH2:3]1. (3) The product is: [CH3:39][N:40]1[CH2:45][CH2:44][CH:43]([O:15][C:16]2[CH:17]=[CH:18][C:19]([O:31][CH2:32][C:33]3[CH:34]=[CH:35][CH:36]=[CH:37][CH:38]=3)=[C:20]([CH:30]=2)[C:21]([NH:23][C:24]2[CH:25]=[N:26][CH:27]=[CH:28][CH:29]=2)=[O:22])[CH2:42][CH2:41]1. Given the reactants CC(OC(/N=N/C(OC(C)C)=O)=O)C.[OH:15][C:16]1[CH:17]=[CH:18][C:19]([O:31][CH2:32][C:33]2[CH:38]=[CH:37][CH:36]=[CH:35][CH:34]=2)=[C:20]([CH:30]=1)[C:21]([NH:23][C:24]1[CH:25]=[N:26][CH:27]=[CH:28][CH:29]=1)=[O:22].[CH3:39][N:40]1[CH2:45][CH2:44][CH:43](O)[CH2:42][CH2:41]1.C1C=CC(P(C2C=CC=CC=2)C2C=CC=CC=2)=CC=1, predict the reaction product.